This data is from Forward reaction prediction with 1.9M reactions from USPTO patents (1976-2016). The task is: Predict the product of the given reaction. (1) Given the reactants [CH3:1][C:2]1[CH:9]=[CH:8][CH:7]=[C:6]([CH3:10])[C:3]=1[CH2:4][OH:5].N(C(OC(C)C)=O)=NC(OC(C)C)=O.O[C:26]1[CH:31]=[CH:30][C:29]([CH2:32][C:33]([O:35][CH2:36][CH3:37])=[O:34])=[CH:28][CH:27]=1.C1(P(C2C=CC=CC=2)C2C=CC=CC=2)C=CC=CC=1, predict the reaction product. The product is: [CH3:1][C:2]1[CH:9]=[CH:8][CH:7]=[C:6]([CH3:10])[C:3]=1[CH2:4][O:5][C:26]1[CH:31]=[CH:30][C:29]([CH2:32][C:33]([O:35][CH2:36][CH3:37])=[O:34])=[CH:28][CH:27]=1. (2) The product is: [CH2:33]([O:40][N:41]1[C:4](=[O:6])[CH:3]=[C:2]([OH:1])[C:9]([C:10]([O:12][CH2:13][CH3:14])=[O:11])=[CH:15]1)[C:34]1[CH:39]=[CH:38][CH:37]=[CH:36][CH:35]=1. Given the reactants [O:1]=[C:2]([CH2:9][C:10]([O:12][CH2:13][CH3:14])=[O:11])[CH2:3][C:4]([O:6]CC)=O.[CH:15](OCC)(OCC)OCC.C(OC(=O)C)(=O)C.Cl.[CH2:33]([O:40][NH2:41])[C:34]1[CH:39]=[CH:38][CH:37]=[CH:36][CH:35]=1.C1CCN2C(=NCCC2)CC1.Cl, predict the reaction product.